Dataset: Forward reaction prediction with 1.9M reactions from USPTO patents (1976-2016). Task: Predict the product of the given reaction. (1) Given the reactants C(OP([CH2:9][C:10]1[CH:15]=[CH:14][C:13]([N+:16]([O-])=O)=[CH:12][CH:11]=1)(=O)OCC)C.[C:19]([O:23][C:24]([N:26]1[CH2:31][CH2:30][CH:29]([CH2:32][CH:33]=O)[CH2:28][CH2:27]1)=[O:25])([CH3:22])([CH3:21])[CH3:20], predict the reaction product. The product is: [C:19]([O:23][C:24]([N:26]1[CH2:31][CH2:30][CH:29]([CH2:32][CH2:33][CH2:9][C:10]2[CH:11]=[CH:12][C:13]([NH2:16])=[CH:14][CH:15]=2)[CH2:28][CH2:27]1)=[O:25])([CH3:22])([CH3:21])[CH3:20]. (2) Given the reactants [C:1]([O:5][C:6](=[O:20])[NH:7][CH2:8][C:9]1[C:10](=[O:19])[NH:11][C:12]([CH2:15][CH2:16][CH2:17][CH3:18])=[CH:13][CH:14]=1)([CH3:4])([CH3:3])[CH3:2].C([Li])CCC.[C:26]([O:30][C:31]([C:33]1[C:34]([C:39]2[CH:44]=[CH:43][C:42]([CH2:45]Br)=[CH:41][CH:40]=2)=[CH:35][CH:36]=[CH:37][CH:38]=1)=[O:32])([CH3:29])([CH3:28])[CH3:27], predict the reaction product. The product is: [C:26]([O:30][C:31]([C:33]1[C:34]([C:39]2[CH:44]=[CH:43][C:42]([CH2:45][N:11]3[C:12]([CH2:15][CH2:16][CH2:17][CH3:18])=[CH:13][CH:14]=[C:9]([CH2:8][NH:7][C:6]([O:5][C:1]([CH3:2])([CH3:4])[CH3:3])=[O:20])[C:10]3=[O:19])=[CH:41][CH:40]=2)=[CH:35][CH:36]=[CH:37][CH:38]=1)=[O:32])([CH3:29])([CH3:28])[CH3:27]. (3) Given the reactants [NH2:1][C:2]1[CH:3]=[C:4](/[CH:24]=[C:25]2/[C:26]([NH:31][CH3:32])=[N:27][C:28](=[O:30])[S:29]/2)[CH:5]=[CH:6][C:7]=1[O:8][CH2:9][C:10]1[CH:15]=[CH:14][C:13]([C:16]([F:19])([F:18])[F:17])=[CH:12][C:11]=1[C:20]([F:23])([F:22])[F:21].C=O.[C:35]([BH3-])#N.[Na+], predict the reaction product. The product is: [F:23][C:20]([F:21])([F:22])[C:11]1[CH:12]=[C:13]([C:16]([F:17])([F:18])[F:19])[CH:14]=[CH:15][C:10]=1[CH2:9][O:8][C:7]1[CH:6]=[CH:5][C:4](/[CH:24]=[C:25]2/[C:26]([NH:31][CH3:32])=[N:27][C:28](=[O:30])[S:29]/2)=[CH:3][C:2]=1[NH:1][CH3:35]. (4) Given the reactants [OH:1][C:2]1[CH:9]=[CH:8][C:7]([C:10]2[CH:15]=[C:14]([CH2:16][CH3:17])[CH:13]=[C:12]([C:18]([CH3:21])([CH3:20])[CH3:19])[C:11]=2[O:22][CH2:23][O:24][CH3:25])=[CH:6][C:3]=1[CH:4]=O.Cl[CH2:27][C:28](=[O:30])[CH3:29].C([O-])([O-])=O.[Cs+].[Cs+].O, predict the reaction product. The product is: [C:28]([C:27]1[O:1][C:2]2[CH:9]=[CH:8][C:7]([C:10]3[CH:15]=[C:14]([CH2:16][CH3:17])[CH:13]=[C:12]([C:18]([CH3:21])([CH3:20])[CH3:19])[C:11]=3[O:22][CH2:23][O:24][CH3:25])=[CH:6][C:3]=2[CH:4]=1)(=[O:30])[CH3:29]. (5) Given the reactants C(O[C:4]([C:6]1[CH:11]=[C:10]([C:12]2[CH:17]=[C:16]([F:18])[CH:15]=[C:14]([F:19])[CH:13]=2)[CH:9]=[C:8]([CH3:20])[N:7]=1)=[O:5])C.[NH2:21][C:22]1[CH:27]=[CH:26][N:25]=[C:24]([C:28]#[N:29])[CH:23]=1, predict the reaction product. The product is: [C:28]([C:24]1[CH:23]=[C:22]([NH:21][C:4]([C:6]2[CH:11]=[C:10]([C:12]3[CH:13]=[C:14]([F:19])[CH:15]=[C:16]([F:18])[CH:17]=3)[CH:9]=[C:8]([CH3:20])[N:7]=2)=[O:5])[CH:27]=[CH:26][N:25]=1)#[N:29]. (6) Given the reactants CO[C:3](=[O:22])[C:4]1[CH:9]=[CH:8][C:7]([NH:10][CH2:11][C:12]2[C:13]([CH2:18][CH2:19][CH2:20][CH3:21])=[N:14][O:15][C:16]=2[CH3:17])=[N:6][CH:5]=1.COC(=O)C1C=CC(OC[C:34]2[C:35]([CH2:40]CCC)=[N:36]OC=2C)=NC=1, predict the reaction product. The product is: [CH2:18]([C:13]1[C:12]([CH2:11][NH:10][C:7]2[CH:8]=[CH:9][C:4]([C:3]([NH:36][CH:35]([CH3:40])[CH3:34])=[O:22])=[CH:5][N:6]=2)=[C:16]([CH3:17])[O:15][N:14]=1)[CH2:19][CH2:20][CH3:21]. (7) Given the reactants [C:1]([N:4]1[CH2:9][CH2:8][C:7](=[N:10]O)[CH2:6][CH2:5]1)(=[O:3])[CH3:2], predict the reaction product. The product is: [NH2:10][CH:7]1[CH2:8][CH2:9][N:4]([C:1](=[O:3])[CH3:2])[CH2:5][CH2:6]1.